From a dataset of Full USPTO retrosynthesis dataset with 1.9M reactions from patents (1976-2016). Predict the reactants needed to synthesize the given product. Given the product [ClH:20].[CH2:1]([O:4][NH:5][C:6]1[N:11]=[C:10]([NH:12][CH2:13][CH2:14][CH3:15])[N:9]=[C:8]([NH:16][CH2:17][CH2:18][CH3:19])[N:7]=1)[CH:2]=[CH2:3], predict the reactants needed to synthesize it. The reactants are: [CH2:1]([O:4][NH:5][C:6]1[N:11]=[C:10]([NH:12][CH2:13][CH2:14][CH3:15])[N:9]=[C:8]([NH:16][CH2:17][CH2:18][CH3:19])[N:7]=1)[CH:2]=[CH2:3].[ClH:20].C(OCC)C.